This data is from Full USPTO retrosynthesis dataset with 1.9M reactions from patents (1976-2016). The task is: Predict the reactants needed to synthesize the given product. (1) Given the product [CH3:36][O:37][C:38]1[CH:46]=[CH:45][C:44]([CH3:47])=[CH:43][C:39]=1[C:40]([NH:15][C@H:11]1[CH2:12][CH2:13][CH2:14][C@@H:10]1[NH:9][C:6]1[CH:5]=[N:4][C:3]([C:2]([F:1])([F:16])[F:17])=[CH:8][N:7]=1)=[O:41], predict the reactants needed to synthesize it. The reactants are: [F:1][C:2]([F:17])([F:16])[C:3]1[N:4]=[CH:5][C:6]([NH:9][C@H:10]2[CH2:14][CH2:13][CH2:12][C@@H:11]2[NH2:15])=[N:7][CH:8]=1.Cl.FC(F)(F)C1N=CC(N[C@H]2CCC[C@@H]2N)=NC=1.[CH3:36][O:37][C:38]1[CH:46]=[CH:45][C:44]([CH3:47])=[CH:43][C:39]=1[C:40](O)=[O:41].N1C2C(=NC=CC=2)N(O)N=1.C(Cl)CCl.C(N(CC)CC)C. (2) Given the product [Cl:9][CH2:10][C:11]1[N:12]([CH2:24][CH2:25][CH2:26][NH:27][S:29]([CH3:28])(=[O:31])=[O:30])[C:13]2[C:22]3[N:21]=[CH:20][CH:19]=[CH:18][C:17]=3[N:16]=[CH:15][C:14]=2[N:23]=1, predict the reactants needed to synthesize it. The reactants are: C(N(CC)CC)C.Cl.[Cl:9][CH2:10][C:11]1[N:12]([CH2:24][CH2:25][CH2:26][NH2:27])[C:13]2[C:22]3[N:21]=[CH:20][CH:19]=[CH:18][C:17]=3[N:16]=[CH:15][C:14]=2[N:23]=1.[CH3:28][S:29](O[S:29]([CH3:28])(=[O:31])=[O:30])(=[O:31])=[O:30]. (3) Given the product [F:36][C:33]1[CH:34]=[CH:35][C:30]([NH:29][C:26]2[CH:25]=[CH:24][C:23]([CH2:22][NH:21][C:18]([C@:13]3([NH:12][C:10]([C:7]4[CH:8]=[C:9]5[N:1]=[CH:2][NH:3][C:4]5=[N:5][CH:6]=4)=[O:11])[CH2:17][CH2:16][O:15][CH2:14]3)=[O:20])=[N:28][CH:27]=2)=[C:31]([C:37]([F:40])([F:38])[F:39])[CH:32]=1, predict the reactants needed to synthesize it. The reactants are: [N:1]1[C:9]2[C:4](=[N:5][CH:6]=[C:7]([C:10]([NH:12][C@@:13]3([C:18]([OH:20])=O)[CH2:17][CH2:16][O:15][CH2:14]3)=[O:11])[CH:8]=2)[NH:3][CH:2]=1.[NH2:21][CH2:22][C:23]1[N:28]=[CH:27][C:26]([NH:29][C:30]2[CH:35]=[CH:34][C:33]([F:36])=[CH:32][C:31]=2[C:37]([F:40])([F:39])[F:38])=[CH:25][CH:24]=1.